From a dataset of Full USPTO retrosynthesis dataset with 1.9M reactions from patents (1976-2016). Predict the reactants needed to synthesize the given product. Given the product [CH3:24][C:4]1[CH:5]=[C:6]([CH2:8][CH2:9][C:10](=[O:23])[C:11]2[S:18][C:17]([CH3:19])=[C:16]3[C:12]=2[CH2:13][C@H:14]2[C:20]([CH3:22])([CH3:21])[C@H:15]23)[CH:7]=[C:2]([CH3:1])[C:3]=1[CH2:25][CH2:26][C:27]([OH:29])=[O:28], predict the reactants needed to synthesize it. The reactants are: [CH3:1][C:2]1[CH:7]=[C:6]([CH:8]=[CH:9][C:10](=[O:23])[C:11]2[S:18][C:17]([CH3:19])=[C:16]3[C:12]=2[CH2:13][C@H:14]2[C:20]([CH3:22])([CH3:21])[C@H:15]23)[CH:5]=[C:4]([CH3:24])[C:3]=1[CH:25]=[CH:26][C:27]([OH:29])=[O:28].